This data is from Peptide-MHC class II binding affinity with 134,281 pairs from IEDB. The task is: Regression. Given a peptide amino acid sequence and an MHC pseudo amino acid sequence, predict their binding affinity value. This is MHC class II binding data. The peptide sequence is SPKARSERPAIVPPA. The MHC is DRB1_1302 with pseudo-sequence DRB1_1302. The binding affinity (normalized) is 0.461.